From a dataset of Forward reaction prediction with 1.9M reactions from USPTO patents (1976-2016). Predict the product of the given reaction. (1) Given the reactants [CH3:1][C:2]1([CH3:17])[N:6]([C:7]([O:9][C:10]([CH3:13])([CH3:12])[CH3:11])=[O:8])[C@@H:5]([CH2:14][CH:15]=O)[CH2:4][O:3]1.[CH3:18][CH2:19]CCCC, predict the reaction product. The product is: [CH2:14]([C@H:5]1[CH2:4][O:3][C:2]([CH3:17])([CH3:1])[N:6]1[C:7]([O:9][C:10]([CH3:13])([CH3:12])[CH3:11])=[O:8])[CH:15]=[CH:18][CH3:19]. (2) Given the reactants [F:1][C:2]1[CH:7]=[CH:6][C:5]([CH2:8][C:9](=O)[CH2:10][NH:11][C:12]([C:14]2[N:15]=[C:16]3[C:32]([Br:33])=[CH:31][C:30]([N:34]4[CH2:39][CH2:38][O:37][CH2:36][CH2:35]4)=[CH:29][N:17]3[C:18](=[O:28])[C:19]=2[O:20][CH2:21][C:22]2[CH:27]=[CH:26][CH:25]=[CH:24][CH:23]=2)=[O:13])=[CH:4][CH:3]=1.C(Cl)(Cl)(Cl)Cl.C(N(CC)CC)C.C1(P(C2C=CC=CC=2)C2C=CC=CC=2)C=CC=CC=1, predict the reaction product. The product is: [CH2:21]([O:20][C:19]1[C:18](=[O:28])[N:17]2[CH:29]=[C:30]([N:34]3[CH2:35][CH2:36][O:37][CH2:38][CH2:39]3)[CH:31]=[C:32]([Br:33])[C:16]2=[N:15][C:14]=1[C:12]1[O:13][C:9]([CH2:8][C:5]2[CH:4]=[CH:3][C:2]([F:1])=[CH:7][CH:6]=2)=[CH:10][N:11]=1)[C:22]1[CH:23]=[CH:24][CH:25]=[CH:26][CH:27]=1. (3) Given the reactants [OH:1][CH2:2][CH:3]([NH:8][C:9]([N:11]1[CH2:16][CH2:15][CH2:14][CH2:13][CH2:12]1)=[O:10])[C:4]([O:6]C)=[O:5].[OH-].[Li+], predict the reaction product. The product is: [OH:1][CH2:2][CH:3]([NH:8][C:9]([N:11]1[CH2:16][CH2:15][CH2:14][CH2:13][CH2:12]1)=[O:10])[C:4]([OH:6])=[O:5]. (4) Given the reactants C(N(CC)CC)C.C(OS(OCCC)(=O)=O)CC.C(OC([N:26]1[CH2:31][CH2:30][CH:29]([NH:32][S:33]([C:36]2[CH:45]=[CH:44][C:43]3[NH:42][C:41](=[O:46])[C:40]4[NH:47][CH:48]=[C:49]([C:50]([OH:52])=[O:51])[C:39]=4[C:38]=3[CH:37]=2)(=[O:35])=[O:34])[CH2:28][CH2:27]1)=O)(C)(C)C.N, predict the reaction product. The product is: [O:46]=[C:41]1[C:40]2[NH:47][CH:48]=[CH:49][C:39]=2[C:38]2[CH:37]=[C:36]([S:33](=[O:35])(=[O:34])[NH:32][CH:29]3[CH2:28][CH2:27][NH:26][CH2:31][CH2:30]3)[CH:45]=[CH:44][C:43]=2[NH:42]1.[CH2:49]([C:50]([O-:52])=[O:51])[CH2:39][CH3:38]. (5) Given the reactants [N:1]1[CH:6]=[CH:5][CH:4]=[CH:3][C:2]=1[NH2:7].[NH2:8][C:9]1[C:10]([C:19](O)=[O:20])=[N:11][C:12]([Cl:18])=[C:13]([NH:15][CH2:16][CH3:17])[N:14]=1, predict the reaction product. The product is: [NH2:8][C:9]1[C:10]([C:19]([NH:7][C:2]2[CH:3]=[CH:4][CH:5]=[CH:6][N:1]=2)=[O:20])=[N:11][C:12]([Cl:18])=[C:13]([NH:15][CH2:16][CH3:17])[N:14]=1. (6) Given the reactants F[C:2]1[CH:16]=[CH:15][C:5]([C:6]([C:8]2[CH:13]=[CH:12][C:11](F)=[CH:10][CH:9]=2)=[O:7])=[CH:4][CH:3]=1.[H-].[Na+].[CH2:19]([OH:25])[CH:20]=[CH:21][CH:22]=[CH:23][CH3:24], predict the reaction product. The product is: [CH2:19]([O:25][C:2]1[CH:16]=[CH:15][C:5]([C:6]([C:8]2[CH:13]=[CH:12][C:11]([O:7][CH2:6][CH:5]=[CH:4][CH:3]=[CH:2][CH3:16])=[CH:10][CH:9]=2)=[O:7])=[CH:4][CH:3]=1)[CH:20]=[CH:21][CH:22]=[CH:23][CH3:24]. (7) Given the reactants CC(O[C:6]([N:8]1[CH2:12][C@@H:11]([CH:13]2[CH2:18][CH2:17][N:16]([S:19]([CH3:22])(=[O:21])=[O:20])[CH2:15][CH2:14]2)[CH2:10][C@H:9]1[C:23]([OH:25])=[O:24])=[O:7])(C)C.[NH2:26][C:27]1[CH:38]=[CH:37][C:30]([C:31]([O:33][CH2:34][CH:35]=[CH2:36])=[O:32])=[CH:29][CH:28]=1.[Cl:39][C:40]1[C:48]2[C:43](=[CH:44][CH:45]=[C:46]([C:50]([OH:52])=O)[C:47]=2[F:49])[N:42]([CH3:53])[CH:41]=1, predict the reaction product. The product is: [Cl:39][C:40]1[C:48]2[C:43](=[CH:44][CH:45]=[C:46]([C:6]([N:8]3[CH2:12][C@@H:11]([CH:13]4[CH2:14][CH2:15][N:16]([S:19]([CH3:22])(=[O:20])=[O:21])[CH2:17][CH2:18]4)[CH2:10][C@H:9]3[C:23]([NH:26][C:27]3[CH:28]=[CH:29][C:30]([C:31]([O:33][CH2:34][CH:35]=[CH2:36])=[O:32])=[CH:37][CH:38]=3)=[O:25])=[O:7])[C:47]=2[F:49])[N:42]([CH3:53])[CH:41]=1.[Cl:39][C:40]1[C:48]2[C:43](=[CH:44][CH:45]=[C:46]([C:50]([N:8]3[CH2:12][C@@H:11]([CH:13]4[CH2:18][CH2:17][N:16]([S:19]([CH3:22])(=[O:21])=[O:20])[CH2:15][CH2:14]4)[CH2:10][C@H:9]3[C:23]([NH:26][C:27]3[CH:28]=[CH:29][C:30]([C:31]([OH:33])=[O:32])=[CH:37][CH:38]=3)=[O:24])=[O:52])[C:47]=2[F:49])[N:42]([CH3:53])[CH:41]=1.